This data is from TCR-epitope binding with 47,182 pairs between 192 epitopes and 23,139 TCRs. The task is: Binary Classification. Given a T-cell receptor sequence (or CDR3 region) and an epitope sequence, predict whether binding occurs between them. (1) The epitope is KAFSPEVIPMF. The TCR CDR3 sequence is CASSLIAGGGEDTQYF. Result: 1 (the TCR binds to the epitope). (2) The epitope is MMISAGFSL. The TCR CDR3 sequence is CASSEIGGGNTGELFF. Result: 0 (the TCR does not bind to the epitope). (3) The epitope is LLQTGIHVRVSQPSL. The TCR CDR3 sequence is CSASPGANGLDQPQHF. Result: 1 (the TCR binds to the epitope). (4) The epitope is KLWAQCVQL. The TCR CDR3 sequence is CASSLLRSYEQYF. Result: 0 (the TCR does not bind to the epitope). (5) The epitope is QASQEVKNW. The TCR CDR3 sequence is CASSLFGRDLGGYTF. Result: 0 (the TCR does not bind to the epitope). (6) The epitope is FLNGSCGSV. The TCR CDR3 sequence is CASSQDPHNEQFF. Result: 1 (the TCR binds to the epitope). (7) The epitope is FPRPWLHGL. Result: 1 (the TCR binds to the epitope). The TCR CDR3 sequence is CTSSEGRDQETQYF.